This data is from Full USPTO retrosynthesis dataset with 1.9M reactions from patents (1976-2016). The task is: Predict the reactants needed to synthesize the given product. The reactants are: [OH-].[Na+].O.[NH2:4][C:5]1[C:10]([OH:11])=[CH:9][CH:8]=[CH:7][N:6]=1.[CH:12]1([CH2:18]Br)[CH2:17][CH2:16][CH2:15][CH2:14][CH2:13]1. Given the product [CH:12]1([CH2:18][O:11][C:10]2[C:5]([NH2:4])=[N:6][CH:7]=[CH:8][CH:9]=2)[CH2:17][CH2:16][CH2:15][CH2:14][CH2:13]1, predict the reactants needed to synthesize it.